This data is from Forward reaction prediction with 1.9M reactions from USPTO patents (1976-2016). The task is: Predict the product of the given reaction. (1) Given the reactants [P:1]([O:19][CH2:20]Cl)([O:11][CH2:12][C:13]1[CH:18]=[CH:17][CH:16]=[CH:15][CH:14]=1)([O:3][CH2:4][C:5]1[CH:10]=[CH:9][CH:8]=[CH:7][CH:6]=1)=[O:2].[CH2:22]([N:29]([C@@:41]([CH3:68])([CH2:52][C:53]1[CH:58]=[CH:57][C:56]([OH:59])=[C:55]([O:60][CH2:61][C:62]2[CH:67]=[CH:66][CH:65]=[CH:64][CH:63]=2)[CH:54]=1)[C:42]([O:44][CH2:45][C:46]1[CH:51]=[CH:50][CH:49]=[CH:48][CH:47]=1)=[O:43])[NH:30][C:31]([O:33][CH2:34][C:35]1[CH:40]=[CH:39][CH:38]=[CH:37][CH:36]=1)=[O:32])[C:23]1[CH:28]=[CH:27][CH:26]=[CH:25][CH:24]=1.C(#N)C.N12CCCN=C1CCCCC2, predict the reaction product. The product is: [CH2:22]([N:29]([C@@:41]([CH3:68])([CH2:52][C:53]1[CH:58]=[CH:57][C:56]([O:59][CH2:20][O:19][P:1]([O:11][CH2:12][C:13]2[CH:18]=[CH:17][CH:16]=[CH:15][CH:14]=2)([O:3][CH2:4][C:5]2[CH:10]=[CH:9][CH:8]=[CH:7][CH:6]=2)=[O:2])=[C:55]([O:60][CH2:61][C:62]2[CH:63]=[CH:64][CH:65]=[CH:66][CH:67]=2)[CH:54]=1)[C:42]([O:44][CH2:45][C:46]1[CH:47]=[CH:48][CH:49]=[CH:50][CH:51]=1)=[O:43])[NH:30][C:31]([O:33][CH2:34][C:35]1[CH:36]=[CH:37][CH:38]=[CH:39][CH:40]=1)=[O:32])[C:23]1[CH:28]=[CH:27][CH:26]=[CH:25][CH:24]=1. (2) Given the reactants C([N:8]1[C:12]2([CH2:16][CH2:15][N:14]([C:17]3[CH:18]=[N:19][CH:20]=[C:21]([O:23][CH2:24][CH3:25])[CH:22]=3)[CH2:13]2)[CH2:11][CH2:10][CH2:9]1)C1C=CC=CC=1.Cl.[H][H], predict the reaction product. The product is: [CH2:24]([O:23][C:21]1[CH:22]=[C:17]([N:14]2[CH2:15][CH2:16][C:12]3([NH:8][CH2:9][CH2:10][CH2:11]3)[CH2:13]2)[CH:18]=[N:19][CH:20]=1)[CH3:25]. (3) The product is: [C:20]([OH:22])(=[O:21])[CH2:9][CH2:10][CH2:11][CH2:19][CH2:18][CH2:17][CH3:16].[NH2:8][C@H:9]([C:20]([OH:22])=[O:21])[CH2:10][C:11]1[C:19]2[C:14](=[CH:15][CH:16]=[CH:17][CH:18]=2)[NH:13][CH:12]=1. Given the reactants Cl.C(O)(=O)CCC.[NH2:8][C@H:9]([C:20]([OH:22])=[O:21])[CH2:10][C:11]1[C:19]2[C:14](=[CH:15][CH:16]=[CH:17][CH:18]=2)[NH:13][CH:12]=1.C(N(CC)CC)C, predict the reaction product. (4) Given the reactants [CH:1]1([NH:4][CH:5]2[CH2:10][CH2:9][N:8]([C:11]3[C:16]([F:17])=[CH:15][C:14]([C:18]([F:21])([F:20])[F:19])=[CH:13][N:12]=3)[CH2:7][CH2:6]2)[CH2:3][CH2:2]1.[CH3:22][C:23]1[N:27]([C:28]2[CH:36]=[CH:35][C:31]([C:32](O)=[O:33])=[CH:30][CH:29]=2)[N:26]=[N:25][N:24]=1, predict the reaction product. The product is: [CH:1]1([N:4]([CH:5]2[CH2:10][CH2:9][N:8]([C:11]3[C:16]([F:17])=[CH:15][C:14]([C:18]([F:20])([F:19])[F:21])=[CH:13][N:12]=3)[CH2:7][CH2:6]2)[C:32](=[O:33])[C:31]2[CH:35]=[CH:36][C:28]([N:27]3[C:23]([CH3:22])=[N:24][N:25]=[N:26]3)=[CH:29][CH:30]=2)[CH2:2][CH2:3]1. (5) Given the reactants [Cl:1][C:2]1[CH:7]=[CH:6][C:5]([N+:8]([O-])=O)=[CH:4][C:3]=1[C:11](=[O:13])[CH3:12].[Cl-].[NH4+].O, predict the reaction product. The product is: [NH2:8][C:5]1[CH:6]=[CH:7][C:2]([Cl:1])=[C:3]([C:11](=[O:13])[CH3:12])[CH:4]=1.